The task is: Predict the reactants needed to synthesize the given product.. This data is from Full USPTO retrosynthesis dataset with 1.9M reactions from patents (1976-2016). (1) Given the product [Cl:1][C:2]1[CH:7]=[CH:6][C:5]([C:8](=[O:10])[CH3:9])=[CH:4][CH:3]=1, predict the reactants needed to synthesize it. The reactants are: [Cl:1][C:2]1[CH:7]=[CH:6][C:5]([CH:8]([OH:10])[CH3:9])=[CH:4][CH:3]=1. (2) Given the product [CH3:1][N:2]1[CH2:7][CH2:6][N:5]([CH2:45][CH2:46][CH2:28][S:25]([C:23]2[CH:22]=[CH:21][C:19]3[N:20]=[C:16]([NH2:15])[S:17][C:18]=3[CH:24]=2)(=[O:26])=[O:27])[CH2:4][CH2:3]1, predict the reactants needed to synthesize it. The reactants are: [CH3:1][N:2]1[CH2:7][CH2:6][NH:5][CH2:4][CH2:3]1.ClC1C=CC(N2C=CN=N2)=CC=1C(NC(=O)[NH:15][C:16]1[S:17][C:18]2[CH:24]=[C:23]([S:25]([CH3:28])(=[O:27])=[O:26])[CH:22]=[CH:21][C:19]=2[N:20]=1)=O.C(=O)([O-])[O-].[K+].[K+].[CH2:45]1COC[CH2:46]1. (3) Given the product [NH2:8][C:9]1[S:10][C@:11]2([C:39]([NH:56][C:53]([CH3:55])([CH3:54])[CH2:52][F:51])=[O:41])[C@H:13]([C@:14]([C:17]3[CH:22]=[C:21]([NH:23][C:24]([C:26]4[CH:31]=[N:30][C:29]([O:32][CH2:33][C:34]([F:36])([F:37])[F:35])=[CH:28][N:27]=4)=[O:25])[CH:20]=[CH:19][C:18]=3[F:38])([CH3:16])[N:15]=1)[CH2:12]2, predict the reactants needed to synthesize it. The reactants are: C(OC([N:8](COCC[Si](C)(C)C)[C:9]1[S:10][C@:11]2([C:39]([OH:41])=O)[C@H:13]([C@:14]([C:17]3[CH:22]=[C:21]([NH:23][C:24]([C:26]4[CH:31]=[N:30][C:29]([O:32][CH2:33][C:34]([F:37])([F:36])[F:35])=[CH:28][N:27]=4)=[O:25])[CH:20]=[CH:19][C:18]=3[F:38])([CH3:16])[N:15]=1)[CH2:12]2)=O)(C)(C)C.Cl.[F:51][CH2:52][C:53]([NH2:56])([CH3:55])[CH3:54].C(N(C(C)C)CC)(C)C.F[P-](F)(F)(F)(F)F.C(C(=NO[C+](N(C)C)N1CCOCC1)C(OCC)=O)#N.O.C1(C)C=CC(S(O)(=O)=O)=CC=1. (4) Given the product [C:1]([O:5][C:6](=[O:17])[NH:7][C@H:8]([C:10]1[CH:15]=[CH:14][C:13]([C:23](=[O:25])[CH3:24])=[CH:12][CH:11]=1)[CH3:9])([CH3:4])([CH3:3])[CH3:2], predict the reactants needed to synthesize it. The reactants are: [C:1]([O:5][C:6](=[O:17])[NH:7][C@H:8]([C:10]1[CH:15]=[CH:14][C:13](Br)=[CH:12][CH:11]=1)[CH3:9])([CH3:4])([CH3:3])[CH3:2].C([Sn](CCCC)(CCCC)[C:23]([O:25]CC)=[CH2:24])CCC. (5) Given the product [N:1]1([C:7]2[N:8]=[C:9]([CH2:14][C:15]([NH:20][C:21]3[CH:25]=[CH:24][S:23][CH:22]=3)=[O:17])[NH:10][C:11](=[O:13])[CH:12]=2)[CH2:2][CH2:3][O:4][CH2:5][CH2:6]1, predict the reactants needed to synthesize it. The reactants are: [N:1]1([C:7]2[N:8]=[C:9]([CH2:14][C:15]([O-:17])=O)[NH:10][C:11](=[O:13])[CH:12]=2)[CH2:6][CH2:5][O:4][CH2:3][CH2:2]1.[Na+].Cl.[NH2:20][C:21]1[CH:25]=[CH:24][S:23][CH:22]=1.